This data is from Full USPTO retrosynthesis dataset with 1.9M reactions from patents (1976-2016). The task is: Predict the reactants needed to synthesize the given product. Given the product [Br:1][C:2]1[CH:3]=[C:4]2[O:10][C:9](=[O:11])[N:8]([CH2:19][CH3:20])[C:5]2=[N:6][CH:7]=1, predict the reactants needed to synthesize it. The reactants are: [Br:1][C:2]1[CH:3]=[C:4]2[O:10][C:9](=[O:11])[NH:8][C:5]2=[N:6][CH:7]=1.C(=O)([O-])[O-].[Cs+].[Cs+].I[CH2:19][CH3:20].